This data is from Full USPTO retrosynthesis dataset with 1.9M reactions from patents (1976-2016). The task is: Predict the reactants needed to synthesize the given product. (1) Given the product [C:12]1([S:16]([OH:19])(=[O:18])=[O:17])[CH:13]=[CH:14][C:9]([S:8][S:7][C:1]2[CH:2]=[CH:3][C:4]([S:16]([OH:19])(=[O:18])=[O:17])=[CH:5][CH:6]=2)=[CH:10][CH:11]=1, predict the reactants needed to synthesize it. The reactants are: [C:1]1([S:7][S:8][C:9]2[CH:14]=[CH:13][CH:12]=[CH:11][CH:10]=2)[CH:6]=[CH:5][CH:4]=[CH:3][CH:2]=1.Cl[S:16]([OH:19])(=[O:18])=[O:17]. (2) The reactants are: Br[CH2:2][C:3]1[N:8]([CH3:9])[C:7](=[O:10])[N:6]([CH3:11])[C:5](=[O:12])[C:4]=1[C:13](=O)[C:14]1[CH:19]=[CH:18][CH:17]=[C:16]([Cl:20])[CH:15]=1.[NH2:22][CH2:23][C@@H:24]([OH:27])[CH2:25][OH:26].C(N(CC)CC)C. Given the product [Cl:20][C:16]1[CH:15]=[C:14]([C:13]2[N:22]([CH2:23][C@@H:24]([OH:27])[CH2:25][OH:26])[CH:2]=[C:3]3[C:4]=2[C:5](=[O:12])[N:6]([CH3:11])[C:7](=[O:10])[N:8]3[CH3:9])[CH:19]=[CH:18][CH:17]=1, predict the reactants needed to synthesize it. (3) Given the product [CH:1]([C:4]1[O:8][N:7]=[C:6]([C:9]2[CH:10]=[C:11]([CH:12]=[CH:13][CH:14]=2)[NH2:15])[N:5]=1)([CH3:3])[CH3:2], predict the reactants needed to synthesize it. The reactants are: [CH:1]([C:4]1[O:8][N:7]=[C:6]([C:9]2[CH:14]=[CH:13][CH:12]=[C:11]([N+:15]([O-])=O)[CH:10]=2)[N:5]=1)([CH3:3])[CH3:2].[Cl-].[NH4+]. (4) Given the product [CH2:19]([O:26][C:27]1[CH:36]=[C:35]2[C:30]([C:31]([NH:18][CH2:17][CH2:16][NH:15][C:13](=[O:14])[O:12][C:9]([CH3:8])([CH3:10])[CH3:11])=[C:32]([N+:37]([O-:39])=[O:38])[CH:33]=[N:34]2)=[CH:29][CH:28]=1)[C:20]1[CH:21]=[CH:22][CH:23]=[CH:24][CH:25]=1, predict the reactants needed to synthesize it. The reactants are: C(N(CC)CC)C.[CH3:8][C:9]([O:12][C:13]([NH:15][CH2:16][CH2:17][NH2:18])=[O:14])([CH3:11])[CH3:10].[CH2:19]([O:26][C:27]1[CH:36]=[C:35]2[C:30]([C:31](Cl)=[C:32]([N+:37]([O-:39])=[O:38])[CH:33]=[N:34]2)=[CH:29][CH:28]=1)[C:20]1[CH:25]=[CH:24][CH:23]=[CH:22][CH:21]=1.O. (5) The reactants are: [S:1]1[C:5]2[CH:6]=[CH:7][CH:8]=[CH:9][C:4]=2[C:3]([CH:10]=[O:11])=[CH:2]1.[BH4-].[Na+]. Given the product [S:1]1[C:5]2[CH:6]=[CH:7][CH:8]=[CH:9][C:4]=2[C:3]([CH2:10][OH:11])=[CH:2]1, predict the reactants needed to synthesize it. (6) Given the product [C:1]([O:5][C:6]([NH:8][C@@:9]1([C:24]([O:26][C:27]([CH3:30])([CH3:29])[CH3:28])=[O:25])[C@H:14]([CH2:15][S:39][C:34]2[CH:35]=[CH:36][C:37]([F:38])=[C:32]([F:31])[CH:33]=2)[C:13](=[O:16])[C@@H:12]2[C@H:10]1[C@H:11]2[C:17]([O:19][C:20]([CH3:21])([CH3:23])[CH3:22])=[O:18])=[O:7])([CH3:4])([CH3:2])[CH3:3], predict the reactants needed to synthesize it. The reactants are: [C:1]([O:5][C:6]([NH:8][C@@:9]1([C:24]([O:26][C:27]([CH3:30])([CH3:29])[CH3:28])=[O:25])[C:14](=[CH2:15])[C:13](=[O:16])[C@@H:12]2[C@H:10]1[C@H:11]2[C:17]([O:19][C:20]([CH3:23])([CH3:22])[CH3:21])=[O:18])=[O:7])([CH3:4])([CH3:3])[CH3:2].[F:31][C:32]1[CH:33]=[C:34]([SH:39])[CH:35]=[CH:36][C:37]=1[F:38].C(N(CC)CC)C.